Predict which catalyst facilitates the given reaction. From a dataset of Catalyst prediction with 721,799 reactions and 888 catalyst types from USPTO. (1) Reactant: [NH2:1][C:2]1[C:3]2[N:4]([C:8]([C@H:32]3[CH2:42][N:36]4[C:37](=[O:41])[CH2:38][NH:39][CH2:40][C@@H:35]4[CH2:34][CH2:33]3)=[N:9][C:10]=2[C:11]2[CH:29]=[CH:28][C:14]([C:15]([NH:17][C:18]3[CH:23]=[C:22]([C:24]([F:27])([F:26])[F:25])[CH:21]=[CH:20][N:19]=3)=[O:16])=[CH:13][C:12]=2[O:30][CH3:31])[CH:5]=[CH:6][N:7]=1.C(N(CC)CC)C.Cl.[C:51](Cl)(=[O:58])[C:52]1[CH:57]=[CH:56][N:55]=[CH:54][CH:53]=1. Product: [NH2:1][C:2]1[C:3]2[N:4]([C:8]([C@H:32]3[CH2:42][N:36]4[C:37](=[O:41])[CH2:38][N:39]([C:51](=[O:58])[C:52]5[CH:57]=[CH:56][N:55]=[CH:54][CH:53]=5)[CH2:40][C@@H:35]4[CH2:34][CH2:33]3)=[N:9][C:10]=2[C:11]2[CH:29]=[CH:28][C:14]([C:15]([NH:17][C:18]3[CH:23]=[C:22]([C:24]([F:26])([F:25])[F:27])[CH:21]=[CH:20][N:19]=3)=[O:16])=[CH:13][C:12]=2[O:30][CH3:31])[CH:5]=[CH:6][N:7]=1. The catalyst class is: 2. (2) Reactant: [Cl:1][C:2]1[CH:12]=[CH:11][CH:10]=[C:9]([Si:13]([CH3:16])([CH3:15])[CH3:14])[C:3]=1[C:4]([NH:6][CH2:7][CH3:8])=[O:5].[N+:17]([O-])([OH:19])=[O:18].S(=O)(=O)(O)O. Product: [Cl:1][C:2]1[C:3]([C:4]([NH:6][CH2:7][CH3:8])=[O:5])=[C:9]([Si:13]([CH3:15])([CH3:14])[CH3:16])[C:10]([N+:17]([O-:19])=[O:18])=[CH:11][CH:12]=1. The catalyst class is: 2.